This data is from Forward reaction prediction with 1.9M reactions from USPTO patents (1976-2016). The task is: Predict the product of the given reaction. Given the reactants [Cl:1][C:2]1[CH:7]=[CH:6][C:5]([S:8]([O-:10])=[O:9])=[CH:4][CH:3]=1.[Na+].[F:12][C:13]1[CH:20]=[CH:19][CH:18]=[C:17]([F:21])[C:14]=1[CH2:15]Br, predict the reaction product. The product is: [Cl:1][C:2]1[CH:7]=[CH:6][C:5]([S:8]([CH2:15][C:14]2[C:13]([F:12])=[CH:20][CH:19]=[CH:18][C:17]=2[F:21])(=[O:10])=[O:9])=[CH:4][CH:3]=1.